From a dataset of NCI-60 drug combinations with 297,098 pairs across 59 cell lines. Regression. Given two drug SMILES strings and cell line genomic features, predict the synergy score measuring deviation from expected non-interaction effect. (1) Drug 1: C1CC(C1)(C(=O)O)C(=O)O.[NH2-].[NH2-].[Pt+2]. Drug 2: CN(CCCl)CCCl.Cl. Cell line: SK-MEL-28. Synergy scores: CSS=11.9, Synergy_ZIP=-3.61, Synergy_Bliss=-0.326, Synergy_Loewe=0.712, Synergy_HSA=1.01. (2) Drug 1: CN(C)C1=NC(=NC(=N1)N(C)C)N(C)C. Drug 2: C(CC(=O)O)C(=O)CN.Cl. Cell line: OVCAR-8. Synergy scores: CSS=-5.03, Synergy_ZIP=2.63, Synergy_Bliss=0.923, Synergy_Loewe=-5.34, Synergy_HSA=-4.65.